Dataset: Catalyst prediction with 721,799 reactions and 888 catalyst types from USPTO. Task: Predict which catalyst facilitates the given reaction. Reactant: [Cl:1][C:2]1[N:7]=[C:6]([C:8]2[S:9][CH2:10][C:11]([C:14]([F:17])([F:16])[F:15])(O)[N:12]=2)[CH:5]=[C:4]([O:18][CH3:19])[CH:3]=1.CC[N+](S(N=C(OC)[O-])(=O)=O)(CC)CC. Product: [Cl:1][C:2]1[CH:3]=[C:4]([O:18][CH3:19])[CH:5]=[C:6]([C:8]2[S:9][CH:10]=[C:11]([C:14]([F:17])([F:15])[F:16])[N:12]=2)[N:7]=1. The catalyst class is: 1.